This data is from Aqueous solubility values for 9,982 compounds from the AqSolDB database. The task is: Regression/Classification. Given a drug SMILES string, predict its absorption, distribution, metabolism, or excretion properties. Task type varies by dataset: regression for continuous measurements (e.g., permeability, clearance, half-life) or binary classification for categorical outcomes (e.g., BBB penetration, CYP inhibition). For this dataset (solubility_aqsoldb), we predict Y. (1) The drug is CNC1CN(c2c(F)cc3c(=O)c(C(=O)O)cn(C4CC4)c3c2F)C1C. The Y is -4.44 log mol/L. (2) The drug is OCC1CCCCO1. The Y is 0.935 log mol/L. (3) The molecule is CCn1c(=O)c2c(ncn2C)n(C)c1=O. The Y is -0.719 log mol/L. (4) The compound is CC(C)C=O. The Y is -0.0798 log mol/L. (5) The compound is CCCCCCCCCCCCCCCCCCCCCCCCO. The Y is -5.55 log mol/L. (6) The drug is CC(N)CC(=O)O. The Y is 0.987 log mol/L. (7) The compound is O=C(O)c1cccc(Cl)c1. The Y is -2.54 log mol/L. (8) The compound is O=C1C=CC(=O)C=C1.Oc1ccc(O)cc1. The Y is -1.73 log mol/L.